This data is from Catalyst prediction with 721,799 reactions and 888 catalyst types from USPTO. The task is: Predict which catalyst facilitates the given reaction. (1) Reactant: [CH3:1][O:2][C:3]1[CH:4]=[C:5]([CH:7]=[C:8]([O:10][CH3:11])[CH:9]=1)[NH2:6].[Br-:12].[Br-].[Br-].C([N+](CCCC)(CCCC)CCCC)CCC.C([N+](CCCC)(CCCC)CCCC)CCC.C([N+](CCCC)(CCCC)CCCC)CCC.C(=O)(O)[O-].[Na+]. Product: [Br:12][C:9]1[C:8]([O:10][CH3:11])=[CH:7][C:5]([NH2:6])=[CH:4][C:3]=1[O:2][CH3:1]. The catalyst class is: 4. (2) Reactant: [CH:1]1([CH2:6][CH2:7][CH2:8][CH:9]=[O:10])[CH2:5][CH2:4][CH2:3][CH2:2]1.[BH4-].[Na+]. Product: [CH:1]1([CH2:6][CH2:7][CH2:8][CH2:9][OH:10])[CH2:5][CH2:4][CH2:3][CH2:2]1. The catalyst class is: 8. (3) Reactant: [S:1]([N:11]1[C:19]2[C:14](=[CH:15][CH:16]=[C:17]([C:20]#[N:21])[CH:18]=2)[CH:13]=[CH:12]1)([C:4]1[CH:10]=[CH:9][C:7]([CH3:8])=[CH:6][CH:5]=1)(=[O:3])=[O:2].N. Product: [S:1]([N:11]1[C:19]2[C:14](=[CH:15][CH:16]=[C:17]([CH2:20][NH2:21])[CH:18]=2)[CH:13]=[CH:12]1)([C:4]1[CH:5]=[CH:6][C:7]([CH3:8])=[CH:9][CH:10]=1)(=[O:2])=[O:3]. The catalyst class is: 94. (4) Reactant: [CH2:1]([O:3][CH2:4][CH2:5][O:6][C:7]1[CH:12]=[CH:11][C:10]([C:13]2[CH:18]=[CH:17][C:16]([C:19]3[S:23][C:22]([C:24]4[CH:33]=[CH:32][C:27]([C:28]([O:30]C)=[O:29])=[CH:26][N:25]=4)=[N:21][N:20]=3)=[CH:15][CH:14]=2)=[CH:9][CH:8]=1)[CH3:2].[OH-].[Na+].O.Cl.[CH2:38](O)C. Product: [CH3:38][C:26]1[N:25]=[C:24]([C:22]2[S:23][C:19]([C:16]3[CH:17]=[CH:18][C:13]([C:10]4[CH:11]=[CH:12][C:7]([O:6][CH2:5][CH2:4][O:3][CH2:1][CH3:2])=[CH:8][CH:9]=4)=[CH:14][CH:15]=3)=[N:20][N:21]=2)[CH:33]=[CH:32][C:27]=1[C:28]([OH:30])=[O:29]. The catalyst class is: 7. (5) Reactant: C([O-])(=O)C.[K+].[Br:6]Br.[CH3:8][O:9][CH2:10][CH2:11][N:12]1[C:16]([CH2:17][CH:18]2[CH2:23][CH2:22][O:21][CH2:20][CH2:19]2)=[CH:15][C:14]([C:24]#[N:25])=[N:13]1.S([O-])(O)=O.[Na+]. Product: [Br:6][C:15]1[C:14]([C:24]#[N:25])=[N:13][N:12]([CH2:11][CH2:10][O:9][CH3:8])[C:16]=1[CH2:17][CH:18]1[CH2:23][CH2:22][O:21][CH2:20][CH2:19]1. The catalyst class is: 86. (6) Reactant: [N:1]1([CH2:10][C:11]2[N:16]=[C:15]3[S:17][C:18]4[CH2:23][S:22][CH2:21][CH2:20][C:19]=4[C:14]3=[C:13]([C:24]3[CH:29]=[CH:28][C:27]([O:30][CH3:31])=[CH:26][CH:25]=3)[C:12]=2[Cl:32])[C:5]2[CH:6]=[CH:7][CH:8]=[CH:9][C:4]=2[N:3]=[CH:2]1.ClC1C=CC=C(C(OO)=[O:41])C=1.O. Product: [N:1]1([CH2:10][C:11]2[N:16]=[C:15]3[S:17][C:18]4[CH2:23][S:22](=[O:41])[CH2:21][CH2:20][C:19]=4[C:14]3=[C:13]([C:24]3[CH:25]=[CH:26][C:27]([O:30][CH3:31])=[CH:28][CH:29]=3)[C:12]=2[Cl:32])[C:5]2[CH:6]=[CH:7][CH:8]=[CH:9][C:4]=2[N:3]=[CH:2]1. The catalyst class is: 2. (7) Reactant: C([Cl:4])(=O)C.O1CCCCC1[O:11][C:12]1[CH:13]=[C:14]([CH:46]=[C:47]([O:49]C2CCCCO2)[CH:48]=1)[C:15]([NH:17][CH2:18][C@@H:19]([C:42]([O:44][CH3:45])=[O:43])[NH:20][C:21](=[O:41])[C:22]1[C:27]([Cl:28])=[CH:26][C:25]([C:29]([NH:31][CH2:32][C:33]2[CH:38]=[CH:37][CH:36]=[C:35]([OH:39])[CH:34]=2)=[O:30])=[CH:24][C:23]=1[Cl:40])=[O:16]. Product: [ClH:4].[Cl:28][C:27]1[CH:26]=[C:25]([C:29]([NH:31][CH2:32][C:33]2[CH:38]=[CH:37][CH:36]=[C:35]([OH:39])[CH:34]=2)=[O:30])[CH:24]=[C:23]([Cl:40])[C:22]=1[C:21]([NH:20][C@H:19]([C:42]([O:44][CH3:45])=[O:43])[CH2:18][NH:17][C:15](=[O:16])[C:14]1[CH:13]=[C:12]([OH:11])[CH:48]=[C:47]([OH:49])[CH:46]=1)=[O:41]. The catalyst class is: 5.